Predict the product of the given reaction. From a dataset of Forward reaction prediction with 1.9M reactions from USPTO patents (1976-2016). (1) Given the reactants [CH2:1]([S:8]([NH:11][C@@H:12]([C:17]([NH:19][C@H:20]([C:25]([NH:27][CH2:28][C:29]1[CH:34]=[CH:33][C:32]([C:35](=[NH:38])SC)=[CH:31][CH:30]=1)=[O:26])[CH2:21][CH2:22][S:23][CH3:24])=[O:18])[C@@H:13]([CH2:15][CH3:16])[CH3:14])(=[O:10])=[O:9])[C:2]1[CH:7]=[CH:6][CH:5]=[CH:4][CH:3]=1.[NH2:39][NH2:40], predict the reaction product. The product is: [CH2:1]([S:8]([NH:11][C@@H:12]([C:17]([NH:19][C@H:20]([C:25]([NH:27][CH2:28][C:29]1[CH:34]=[CH:33][C:32]([C:35]([NH:39][NH2:40])=[NH:38])=[CH:31][CH:30]=1)=[O:26])[CH2:21][CH2:22][S:23][CH3:24])=[O:18])[C@@H:13]([CH2:15][CH3:16])[CH3:14])(=[O:9])=[O:10])[C:2]1[CH:3]=[CH:4][CH:5]=[CH:6][CH:7]=1. (2) Given the reactants [N:1]1[S:2][N:3]=[C:4]2[CH:9]=[C:8]([CH:10]=O)[CH:7]=[CH:6][C:5]=12.[CH3:12][CH:13]([CH3:29])[C:14]([NH:16][C:17]1[CH:22]=[CH:21][CH:20]=[C:19]([CH:23]2[CH2:28][CH2:27][NH:26][CH2:25][CH2:24]2)[CH:18]=1)=[O:15], predict the reaction product. The product is: [N:1]1[S:2][N:3]=[C:4]2[CH:9]=[C:8]([CH2:10][N:26]3[CH2:27][CH2:28][CH:23]([C:19]4[CH:18]=[C:17]([NH:16][C:14](=[O:15])[CH:13]([CH3:12])[CH3:29])[CH:22]=[CH:21][CH:20]=4)[CH2:24][CH2:25]3)[CH:7]=[CH:6][C:5]=12.